Dataset: Reaction yield outcomes from USPTO patents with 853,638 reactions. Task: Predict the reaction yield, written as a fraction of the theoretical maximum amount of product (1.0 means a 100% yield; for example, 0.34 means a 34% yield). The reactants are [CH3:1][C:2]1[C:6]([CH3:7])=[C:5]([NH:8][C:9](=[O:16])OCC(Cl)(Cl)Cl)[O:4][N:3]=1.Cl.Cl.[C:19]1([C:25]2[CH:30]=[C:29]([N:31]3[CH2:36][CH2:35][NH:34][CH2:33][CH2:32]3)[CH:28]=[CH:27][N:26]=2)[CH:24]=[CH:23][CH:22]=[CH:21][CH:20]=1. No catalyst specified. The product is [CH3:1][C:2]1[C:6]([CH3:7])=[C:5]([NH:8][C:9]([N:34]2[CH2:35][CH2:36][N:31]([C:29]3[CH:28]=[CH:27][N:26]=[C:25]([C:19]4[CH:24]=[CH:23][CH:22]=[CH:21][CH:20]=4)[CH:30]=3)[CH2:32][CH2:33]2)=[O:16])[O:4][N:3]=1. The yield is 0.740.